From a dataset of Full USPTO retrosynthesis dataset with 1.9M reactions from patents (1976-2016). Predict the reactants needed to synthesize the given product. Given the product [CH2:7]([O:13][C:1](=[O:5])[C:2]([O:13][CH2:7][CH2:8]/[CH:9]=[CH:10]\[CH2:11][CH3:12])=[O:3])[CH2:8]/[CH:9]=[CH:10]\[CH2:11][CH3:12], predict the reactants needed to synthesize it. The reactants are: [C:1](Cl)(=[O:5])[C:2](Cl)=[O:3].[CH2:7]([OH:13])[CH2:8]/[CH:9]=[CH:10]\[CH2:11][CH3:12].OS(O)(=O)=O.